Task: Predict the product of the given reaction.. Dataset: Forward reaction prediction with 1.9M reactions from USPTO patents (1976-2016) (1) The product is: [C:22]([C:7]1[C:8]2[C:13](=[CH:12][CH:11]=[C:10]([C:16]3[CH:21]=[CH:20][CH:19]=[CH:18][CH:17]=3)[CH:9]=2)[C:14]([OH:15])=[C:5]([C:3]([NH:31][CH2:32][C:33]([CH3:38])([CH3:37])[C:34]([OH:36])=[O:35])=[O:4])[N:6]=1)#[N:23]. Given the reactants CO[C:3]([C:5]1[N:6]=[C:7]([C:22]#[N:23])[C:8]2[C:13]([C:14]=1[OH:15])=[CH:12][CH:11]=[C:10]([C:16]1[CH:21]=[CH:20][CH:19]=[CH:18][CH:17]=1)[CH:9]=2)=[O:4].OC(C(F)(F)F)=O.[NH2:31][CH2:32][C:33]([CH3:38])([CH3:37])[C:34]([OH:36])=[O:35].C[O-].[Na+], predict the reaction product. (2) Given the reactants [NH2:1][C:2]1[CH:6]=[CH:5][O:4][C:3]=1[C:7]([O:9][CH3:10])=[O:8].S(Cl)([N:14]=[C:15]=[O:16])(=O)=O.C(O)(=O)C.C([O-])(O)=O.[Na+], predict the reaction product. The product is: [NH:1]([C:2]1[CH:6]=[CH:5][O:4][C:3]=1[C:7]([O:9][CH3:10])=[O:8])[C:15]([NH2:14])=[O:16]. (3) Given the reactants [CH3:1][CH:2]([CH3:38])[CH2:3][C@H:4]([NH:18][C:19](=[O:37])[C@H:20]([CH2:30][C:31]1[CH:36]=[CH:35][CH:34]=[CH:33][CH:32]=1)[NH:21][C:22]([C:24]1[CH:29]=[N:28][CH:27]=[CH:26][N:25]=1)=[O:23])[B:5]1[O:9][C@@H]2C[C@@H]3C[C@H]([C@]2(C)[O:6]1)C3(C)C.C(B(O)O)C(C)C.Cl.[OH-].[Na+], predict the reaction product. The product is: [CH3:1][CH:2]([CH3:38])[CH2:3][C@@H:4]([B:5]([OH:9])[OH:6])[NH:18][C:19](=[O:37])[C@@H:20]([NH:21][C:22]([C:24]1[CH:29]=[N:28][CH:27]=[CH:26][N:25]=1)=[O:23])[CH2:30][C:31]1[CH:32]=[CH:33][CH:34]=[CH:35][CH:36]=1. (4) Given the reactants [CH2:1]([N:8]1[C:12]([C:13]2[CH:18]=[CH:17][C:16]([F:19])=[CH:15][CH:14]=2)=[N:11][C:10]([NH2:20])=[N:9]1)[C:2]1[CH:7]=[CH:6][CH:5]=[CH:4][CH:3]=1.[CH2:21]([O:28][C:29]1[O:30][C:31](=[O:36])[C:32]([CH3:35])([CH3:34])[N:33]=1)[C:22]1[CH:27]=[CH:26][CH:25]=[CH:24][CH:23]=1, predict the reaction product. The product is: [CH2:21]([O:28][C:29](=[O:30])[NH:33][C:32]([C:31](=[O:36])[NH:20][C:10]1[N:11]=[C:12]([C:13]2[CH:18]=[CH:17][C:16]([F:19])=[CH:15][CH:14]=2)[N:8]([CH2:1][C:2]2[CH:7]=[CH:6][CH:5]=[CH:4][CH:3]=2)[N:9]=1)([CH3:34])[CH3:35])[C:22]1[CH:27]=[CH:26][CH:25]=[CH:24][CH:23]=1.